From a dataset of Forward reaction prediction with 1.9M reactions from USPTO patents (1976-2016). Predict the product of the given reaction. (1) Given the reactants Cl[C:2]1[C:11]2=[N:12][N:13](CC3C=CC(OC)=CC=3)[CH:14]=[C:10]2[C:9]2[CH:8]=[C:7]([O:24][CH3:25])[CH:6]=[CH:5][C:4]=2[N:3]=1.[CH:26]1([CH2:29][N:30]2[CH2:35][CH2:34][N:33]([C:36]3[CH:42]=[CH:41][C:39]([NH2:40])=[CH:38][CH:37]=3)[CH2:32][CH2:31]2)[CH2:28][CH2:27]1.Cl, predict the reaction product. The product is: [CH:26]1([CH2:29][N:30]2[CH2:35][CH2:34][N:33]([C:36]3[CH:37]=[CH:38][C:39]([NH:40][C:2]4[C:11]5=[N:12][NH:13][CH:14]=[C:10]5[C:9]5[CH:8]=[C:7]([O:24][CH3:25])[CH:6]=[CH:5][C:4]=5[N:3]=4)=[CH:41][CH:42]=3)[CH2:32][CH2:31]2)[CH2:27][CH2:28]1. (2) Given the reactants [F:1][C:2]1[CH:7]=[CH:6][CH:5]=[CH:4][C:3]=1[O:8][CH2:9][CH2:10][CH2:11][CH2:12][CH2:13][CH2:14][CH2:15][CH2:16]I.[C:18]1(=[O:28])[NH:22][C:21](=[O:23])[C:20]2=[CH:24][CH:25]=[CH:26][CH:27]=[C:19]12.[K].C(OCCCCCCCCN1C(=O)C2=CC=CC=C2C1=O)CCCCC, predict the reaction product. The product is: [F:1][C:2]1[CH:7]=[CH:6][CH:5]=[CH:4][C:3]=1[O:8][CH2:9][CH2:10][CH2:11][CH2:12][CH2:13][CH2:14][CH2:15][CH2:16][N:22]1[C:21](=[O:23])[C:20]2=[CH:24][CH:25]=[CH:26][CH:27]=[C:19]2[C:18]1=[O:28]. (3) The product is: [Cl:1][C:2]1[CH:3]=[C:4]([CH:17]=[CH:18][C:19]=1[O:20][CH2:21][C:22]1[CH:27]=[N:26][CH:25]=[CH:24][N:23]=1)[NH:5][C:6]1[C:15]2[C:10](=[CH:11][CH:12]=[CH:13][C:14]=2[O:33][CH:31]([CH3:32])[CH2:30][N:29]([CH3:34])[CH3:28])[N:9]=[CH:8][N:7]=1. Given the reactants [Cl:1][C:2]1[CH:3]=[C:4]([CH:17]=[CH:18][C:19]=1[O:20][CH2:21][C:22]1[CH:27]=[N:26][CH:25]=[CH:24][N:23]=1)[NH:5][C:6]1[C:15]2[C:10](=[CH:11][CH:12]=[CH:13][C:14]=2F)[N:9]=[CH:8][N:7]=1.[CH3:28][N:29]([CH3:34])[CH2:30][CH:31]([OH:33])[CH3:32], predict the reaction product. (4) Given the reactants [CH:1]1[C:10]2[C:5](=[CH:6][CH:7]=[CH:8][CH:9]=2)[CH:4]=[CH:3][C:2]=1B(O)O.[CH3:14][C:15]1[CH:19]=[C:18]([C:20]([O:22][CH2:23][CH3:24])=[O:21])[NH:17][N:16]=1.N1C=CC=CC=1, predict the reaction product. The product is: [CH3:14][C:15]1[CH:19]=[C:18]([C:20]([O:22][CH2:23][CH3:24])=[O:21])[N:17]([C:2]2[CH:3]=[CH:4][C:5]3[C:10](=[CH:9][CH:8]=[CH:7][CH:6]=3)[CH:1]=2)[N:16]=1.